This data is from Catalyst prediction with 721,799 reactions and 888 catalyst types from USPTO. The task is: Predict which catalyst facilitates the given reaction. (1) Reactant: [Br:1][C:2]1[CH:7]=[CH:6][C:5]([C:8]2([C:12](O)=[O:13])[CH2:11][CH2:10][CH2:9]2)=[CH:4][CH:3]=1.CO. Product: [Br:1][C:2]1[CH:3]=[CH:4][C:5]([C:8]2([CH2:12][OH:13])[CH2:11][CH2:10][CH2:9]2)=[CH:6][CH:7]=1. The catalyst class is: 7. (2) Reactant: [Br:1][C:2]1[CH:3]=[C:4]([CH:8]=[CH:9][CH:10]=1)[C:5]([OH:7])=O.C(N(C(C)C)C(C)C)C.[NH2:20][C:21]1[C:22]([C:32]([O:34][CH3:35])=[O:33])=[N:23][N:24]([CH:26]2[CH2:31][CH2:30][O:29][CH2:28][CH2:27]2)[CH:25]=1.ClP(N1CCOC1=O)(N1CCOC1=O)=O. Product: [CH3:35][O:34][C:32]([C:22]1[C:21]([NH:20][C:5](=[O:7])[C:4]2[CH:8]=[CH:9][CH:10]=[C:2]([Br:1])[CH:3]=2)=[CH:25][N:24]([CH:26]2[CH2:31][CH2:30][O:29][CH2:28][CH2:27]2)[N:23]=1)=[O:33]. The catalyst class is: 2.